From a dataset of Full USPTO retrosynthesis dataset with 1.9M reactions from patents (1976-2016). Predict the reactants needed to synthesize the given product. Given the product [CH3:5][O:4][C:2](=[O:3])[NH:6][CH2:7][C@@H:8]1[O:12][C:11](=[O:13])[N:10]([C:14]2[CH:15]=[C:16]3[C:20](=[CH:21][CH:22]=2)[N:19]([CH:23]2[CH2:25][CH2:24]2)[C:18](=[O:26])[CH2:17]3)[CH2:9]1, predict the reactants needed to synthesize it. The reactants are: Cl[C:2]([O:4][CH3:5])=[O:3].[NH2:6][CH2:7][C@H:8]1[O:12][C:11](=[O:13])[N:10]([C:14]2[CH:15]=[C:16]3[C:20](=[CH:21][CH:22]=2)[N:19]([CH:23]2[CH2:25][CH2:24]2)[C:18](=[O:26])[CH2:17]3)[CH2:9]1.C(N(C(C)C)CC)(C)C.